Dataset: Full USPTO retrosynthesis dataset with 1.9M reactions from patents (1976-2016). Task: Predict the reactants needed to synthesize the given product. (1) Given the product [Br:24][CH2:20][C:31]1[C:26]([Cl:25])=[N:27][C:28]([Cl:42])=[CH:29][C:30]=1[C:34]1[CH:39]=[CH:38][C:37]([F:40])=[CH:36][C:35]=1[Cl:41], predict the reactants needed to synthesize it. The reactants are: C1(P(C2C=CC=CC=2)C2C=CC=CC=2)C=CC=CC=1.[C:20]([Br:24])(Br)(Br)Br.[Cl:25][C:26]1[C:31](CO)=[C:30]([C:34]2[CH:39]=[CH:38][C:37]([F:40])=[CH:36][C:35]=2[Cl:41])[CH:29]=[C:28]([Cl:42])[N:27]=1. (2) Given the product [C:43]([O:47][C:48]([N:50]1[CH2:55][CH2:54][CH:53]([CH2:56][N:57]([C:7](=[O:9])[C:6]2[CH:5]=[CH:4][C:3]([C:1]#[N:2])=[CH:11][CH:10]=2)[CH3:58])[CH2:52][CH2:51]1)=[O:49])([CH3:46])([CH3:45])[CH3:44], predict the reactants needed to synthesize it. The reactants are: [C:1]([C:3]1[CH:11]=[CH:10][C:6]([C:7]([OH:9])=O)=[CH:5][CH:4]=1)#[N:2].CN(C(ON1N=NC2C=CC=CC1=2)=[N+](C)C)C.[B-](F)(F)(F)F.C(N(CC)C(C)C)(C)C.[C:43]([O:47][C:48]([N:50]1[CH2:55][CH2:54][CH:53]([CH2:56][NH:57][CH3:58])[CH2:52][CH2:51]1)=[O:49])([CH3:46])([CH3:45])[CH3:44]. (3) The reactants are: [OH:1][CH:2]([C:6]1[CH:11]=[CH:10][C:9]([C:12]2[N:16]=[C:15]([C:17]3[O:21][N:20]=[C:19]([C:22]4[CH:27]=[CH:26][CH:25]=[CH:24][CH:23]=4)[C:18]=3[C:28]([F:31])([F:30])[F:29])[O:14][N:13]=2)=[CH:8][CH:7]=1)[C:3]([OH:5])=O.[CH:32]1([NH2:36])[CH2:35][CH2:34][CH2:33]1.CN(C(ON1N=NC2C=CC=NC1=2)=[N+](C)C)C.F[P-](F)(F)(F)(F)F.CN1CCOCC1. Given the product [CH:32]1([NH:36][C:3](=[O:5])[CH:2]([OH:1])[C:6]2[CH:7]=[CH:8][C:9]([C:12]3[N:16]=[C:15]([C:17]4[O:21][N:20]=[C:19]([C:22]5[CH:23]=[CH:24][CH:25]=[CH:26][CH:27]=5)[C:18]=4[C:28]([F:30])([F:31])[F:29])[O:14][N:13]=3)=[CH:10][CH:11]=2)[CH2:35][CH2:34][CH2:33]1, predict the reactants needed to synthesize it. (4) Given the product [NH2:5][C:8]1[C:17]2[C:12](=[C:13]([NH2:18])[CH:14]=[CH:15][CH:16]=2)[CH:11]=[CH:10][CH:9]=1, predict the reactants needed to synthesize it. The reactants are: [N+]([O-])(O)=O.[N+:5]([C:8]1[C:17]2[C:12](=[C:13]([N+:18]([O-])=O)[CH:14]=[CH:15][CH:16]=2)[CH:11]=[CH:10][CH:9]=1)([O-])=O. (5) Given the product [CH2:1]([N:5]([CH2:23][C:24]1[CH:36]=[CH:35][C:27]([O:28][CH2:29][C:30]([O:32][CH2:33][CH3:34])=[O:31])=[C:26]([CH3:37])[CH:25]=1)[C:6]1[CH:7]=[C:8]([C:12]2[CH:13]=[CH:14][C:15]([C:18]([F:19])([F:20])[F:21])=[CH:16][CH:17]=2)[CH:9]=[CH:10][CH:11]=1)[CH2:2][CH2:3][CH3:4], predict the reactants needed to synthesize it. The reactants are: [CH2:1]([NH:5][C:6]1[CH:7]=[C:8]([C:12]2[CH:17]=[CH:16][C:15]([C:18]([F:21])([F:20])[F:19])=[CH:14][CH:13]=2)[CH:9]=[CH:10][CH:11]=1)[CH2:2][CH2:3][CH3:4].Br[CH2:23][C:24]1[CH:36]=[CH:35][C:27]([O:28][CH2:29][C:30]([O:32][CH2:33][CH3:34])=[O:31])=[C:26]([CH3:37])[CH:25]=1.C(N(CC)C(C)C)(C)C. (6) Given the product [C:1]([O:5][C:6](=[O:27])[CH2:7][C@@H:8]([CH2:15][N:28]=[N+:29]=[N-:30])[CH2:9][C@H:10]([CH3:14])[CH2:11][CH2:12][CH3:13])([CH3:4])([CH3:3])[CH3:2], predict the reactants needed to synthesize it. The reactants are: [C:1]([O:5][C:6](=[O:27])[CH2:7][C@@H:8]([CH2:15]OS(C1C=CC(C)=CC=1)(=O)=O)[CH2:9][C@H:10]([CH3:14])[CH2:11][CH2:12][CH3:13])([CH3:4])([CH3:3])[CH3:2].[N-:28]=[N+:29]=[N-:30].[Na+]. (7) Given the product [O:30]1[CH:31]=[CH:32][CH:33]=[C:29]1[C:2]1[CH:3]=[C:4]([CH:21]=[CH:22][CH:23]=1)[O:5][C:6]1[CH:20]=[CH:19][C:9]2[N:10]3[CH2:18][CH2:17][CH2:16][C:11]3=[N:12][S:13](=[O:15])(=[O:14])[C:8]=2[CH:7]=1, predict the reactants needed to synthesize it. The reactants are: Br[C:2]1[CH:3]=[C:4]([CH:21]=[CH:22][CH:23]=1)[O:5][C:6]1[CH:20]=[CH:19][C:9]2[N:10]3[CH2:18][CH2:17][CH2:16][C:11]3=[N:12][S:13](=[O:15])(=[O:14])[C:8]=2[CH:7]=1.C([Sn](CCCC)(CCCC)[C:29]1[O:30][CH:31]=[CH:32][CH:33]=1)CCC. (8) Given the product [OH:31][CH2:30][CH2:29][CH2:28][N:22]1[CH2:21][CH2:20][N:16]2[C:17]3[CH:18]=[CH:19][C:11]([O:10][CH:7]4[CH2:8][CH2:9][N:4]([CH:1]([CH3:3])[CH3:2])[CH2:5][CH2:6]4)=[CH:12][C:13]=3[CH:14]=[C:15]2[C:23]1=[O:24], predict the reactants needed to synthesize it. The reactants are: [CH:1]([N:4]1[CH2:9][CH2:8][CH:7]([O:10][C:11]2[CH:19]=[CH:18][C:17]3[N:16]4[CH2:20][CH2:21][NH:22][C:23](=[O:24])[C:15]4=[CH:14][C:13]=3[CH:12]=2)[CH2:6][CH2:5]1)([CH3:3])[CH3:2].[H-].[Na+].Br[CH2:28][CH2:29][CH2:30][OH:31]. (9) Given the product [NH:3](/[CH:4]=[CH:5]/[CH:16]=[CH:25]/[C:4]1[C:5]([CH3:24])([CH2:16][CH2:17][CH2:18][CH2:19][S:20]([OH:23])(=[O:22])=[O:21])[C:6]2[C:11](=[CH:10][CH:9]=[C:8]([S:12]([O-:15])(=[O:13])=[O:14])[CH:7]=2)[N+:3]=1[CH2:1][CH3:2])[C:11]1[CH:6]=[CH:7][CH:8]=[CH:9][CH:10]=1, predict the reactants needed to synthesize it. The reactants are: [CH2:1]([N+:3]1[C:11]2[C:6](=[CH:7][C:8]([S:12]([O-:15])(=[O:14])=[O:13])=[CH:9][CH:10]=2)[C:5]([CH3:24])([CH2:16][CH2:17][CH2:18][CH2:19][S:20]([OH:23])(=[O:22])=[O:21])[C:4]=1[CH3:25])[CH3:2].Cl.